Dataset: Forward reaction prediction with 1.9M reactions from USPTO patents (1976-2016). Task: Predict the product of the given reaction. (1) Given the reactants [C:1]([NH:5][C:6]1[CH:7]=[C:8]([CH:12]2[CH2:17][CH2:16][N:15](C(OC(C)(C)C)=O)[CH2:14][CH2:13]2)[CH:9]=[CH:10][CH:11]=1)(=[O:4])[CH2:2][CH3:3].Cl, predict the reaction product. The product is: [NH:15]1[CH2:16][CH2:17][CH:12]([C:8]2[CH:7]=[C:6]([NH:5][C:1](=[O:4])[CH2:2][CH3:3])[CH:11]=[CH:10][CH:9]=2)[CH2:13][CH2:14]1. (2) Given the reactants Cl[C:2]1[C:3]2[C:4](=[CH:14][N:15](CC3C=CC(OC)=CC=3)[N:16]=2)[N:5]=[C:6]([C:8]2[CH:13]=[CH:12][N:11]=[CH:10][CH:9]=2)[N:7]=1.[N:26]1([C:31]2[CH:37]=[CH:36][C:34]([NH2:35])=[CH:33][CH:32]=2)[CH2:30][CH2:29][CH2:28][CH2:27]1.Cl, predict the reaction product. The product is: [N:11]1[CH:10]=[CH:9][C:8]([C:6]2[N:7]=[C:2]([NH:35][C:34]3[CH:33]=[CH:32][C:31]([N:26]4[CH2:30][CH2:29][CH2:28][CH2:27]4)=[CH:37][CH:36]=3)[C:3]3[NH:16][N:15]=[CH:14][C:4]=3[N:5]=2)=[CH:13][CH:12]=1.